Dataset: Forward reaction prediction with 1.9M reactions from USPTO patents (1976-2016). Task: Predict the product of the given reaction. (1) Given the reactants [Cl:1][C:2]1[C:30]([O:31][CH3:32])=[CH:29][C:28]([O:33][CH3:34])=[C:27]([Cl:35])[C:3]=1[CH2:4][O:5][C:6]1[CH:7]=[N:8][C:9]([NH:12][C:13]2[CH:18]=[CH:17][C:16]([CH:19]3[CH2:24][CH2:23][NH:22][CH2:21][CH2:20]3)=[CH:15][C:14]=2[O:25][CH3:26])=[N:10][CH:11]=1.[CH3:36][C:37]([CH3:39])=O.C(O[BH-](OC(=O)C)OC(=O)C)(=O)C.[Na+].C(=O)([O-])O.[Na+], predict the reaction product. The product is: [Cl:35][C:27]1[C:28]([O:33][CH3:34])=[CH:29][C:30]([O:31][CH3:32])=[C:2]([Cl:1])[C:3]=1[CH2:4][O:5][C:6]1[CH:7]=[N:8][C:9]([NH:12][C:13]2[CH:18]=[CH:17][C:16]([CH:19]3[CH2:24][CH2:23][N:22]([CH:37]([CH3:39])[CH3:36])[CH2:21][CH2:20]3)=[CH:15][C:14]=2[O:25][CH3:26])=[N:10][CH:11]=1. (2) Given the reactants [CH3:1][Mg]Br.[NH2:4][C:5]1[C:10]2=[C:11]([C:28]3[CH:33]=[CH:32][C:31]([NH:34][C:35]([NH:37][C:38]4[CH:43]=[C:42]([C:44]([F:47])([F:46])[F:45])[CH:41]=[CH:40][N:39]=4)=[O:36])=[CH:30][CH:29]=3)[C:12]([C:22](N(OC)C)=[O:23])=[C:13]([CH2:14][N:15]3[CH2:20][CH2:19][N:18]([CH3:21])[CH2:17][CH2:16]3)[N:9]2[N:8]=[CH:7][N:6]=1, predict the reaction product. The product is: [C:22]([C:12]1[C:11]([C:28]2[CH:29]=[CH:30][C:31]([NH:34][C:35]([NH:37][C:38]3[CH:43]=[C:42]([C:44]([F:45])([F:47])[F:46])[CH:41]=[CH:40][N:39]=3)=[O:36])=[CH:32][CH:33]=2)=[C:10]2[N:9]([C:13]=1[CH2:14][N:15]1[CH2:20][CH2:19][N:18]([CH3:21])[CH2:17][CH2:16]1)[N:8]=[CH:7][N:6]=[C:5]2[NH2:4])(=[O:23])[CH3:1]. (3) Given the reactants [F:1][C:2]1[CH:25]=[C:24]([N+:26]([O-:28])=[O:27])[CH:23]=[CH:22][C:3]=1[O:4][C:5]1[CH:10]=[CH:9][N:8]=[C:7]2[CH:11]=[C:12]([C:14]3[N:15]([CH3:21])[C:16]([CH:19]=O)=[CH:17][N:18]=3)[S:13][C:6]=12.[CH3:29][O:30][CH2:31][CH2:32][NH2:33].C(O)(=O)C.C(O[BH-](OC(=O)C)OC(=O)C)(=O)C.[Na+], predict the reaction product. The product is: [F:1][C:2]1[CH:25]=[C:24]([N+:26]([O-:28])=[O:27])[CH:23]=[CH:22][C:3]=1[O:4][C:5]1[CH:10]=[CH:9][N:8]=[C:7]2[CH:11]=[C:12]([C:14]3[N:15]([CH3:21])[C:16]([CH2:19][NH:33][CH2:32][CH2:31][O:30][CH3:29])=[CH:17][N:18]=3)[S:13][C:6]=12. (4) Given the reactants [CH3:1][C:2]1[CH:9]=[C:8]([CH3:10])[CH:7]=[CH:6][C:3]=1[C:4]#[N:5].[NH2:11][OH:12], predict the reaction product. The product is: [OH:12][NH:11][C:4](=[NH:5])[C:3]1[CH:6]=[CH:7][C:8]([CH3:10])=[CH:9][C:2]=1[CH3:1]. (5) Given the reactants [C:1]([C:3]1[CH:10]=[CH:9][C:6]([CH:7]=O)=[CH:5][CH:4]=1)#[N:2].Cl.[NH2:12][CH2:13][CH2:14][SH:15].C(Cl)(Cl)Cl, predict the reaction product. The product is: [S:15]1[CH2:14][CH2:13][NH:12][CH:7]1[C:6]1[CH:9]=[CH:10][C:3]([C:1]#[N:2])=[CH:4][CH:5]=1. (6) Given the reactants [CH3:1][O:2][C:3](=[O:21])[CH2:4][N:5]1[CH2:11][CH:10]=[CH:9][CH2:8][CH:7]([NH:12]C(OC(C)(C)C)=O)[C:6]1=[O:20].C(O)(C(F)(F)F)=O, predict the reaction product. The product is: [CH3:1][O:2][C:3](=[O:21])[CH2:4][N:5]1[CH2:11][CH:10]=[CH:9][CH2:8][CH:7]([NH2:12])[C:6]1=[O:20]. (7) Given the reactants [F:1][C:2]1[CH:7]=[CH:6][C:5]([CH2:8][C:9]#[N:10])=[C:4]([CH3:11])[CH:3]=1.[H-].[Na+].Br[CH2:15][CH2:16][O:17][CH:18]1[CH2:23][CH2:22][CH2:21][CH2:20][O:19]1.[NH4+].[Cl-], predict the reaction product. The product is: [F:1][C:2]1[CH:7]=[CH:6][C:5]([CH:8]([CH2:15][CH2:16][O:17][CH:18]2[CH2:23][CH2:22][CH2:21][CH2:20][O:19]2)[C:9]#[N:10])=[C:4]([CH3:11])[CH:3]=1.